This data is from Catalyst prediction with 721,799 reactions and 888 catalyst types from USPTO. The task is: Predict which catalyst facilitates the given reaction. (1) Reactant: [H-].[Al+3].[Li+].[H-].[H-].[H-].[C:7]([O:11][C:12](=[O:21])[NH:13][C@@H:14]([CH2:17][NH:18][CH:19]=O)[CH2:15][CH3:16])([CH3:10])([CH3:9])[CH3:8].[OH-].[Na+].O. Product: [C:7]([O:11][C:12](=[O:21])[NH:13][C@@H:14]([CH2:17][NH:18][CH3:19])[CH2:15][CH3:16])([CH3:8])([CH3:10])[CH3:9]. The catalyst class is: 7. (2) Reactant: CN(C)CCCNC(C1C=C(C2C=CC(CSCCOC3C=CC=CC=3)=CC=2)C=CC=1)=O.[O:33]([CH2:40][CH2:41][S:42][CH2:43][C:44]1[CH:49]=[CH:48][CH:47]=[CH:46][C:45]=1[C:50]1[CH:55]=[CH:54][CH:53]=[C:52]([C:56](O)=[O:57])[CH:51]=1)[C:34]1[CH:39]=[CH:38][CH:37]=[CH:36][CH:35]=1.[CH3:59][N:60]([CH3:66])[CH2:61][CH2:62][CH2:63][CH2:64][NH2:65]. Product: [CH3:59][N:60]([CH3:66])[CH2:61][CH2:62][CH2:63][CH2:64][NH:65][C:56]([C:52]1[CH:51]=[C:50]([C:45]2[CH:46]=[CH:47][CH:48]=[CH:49][C:44]=2[CH2:43][S:42][CH2:41][CH2:40][O:33][C:34]2[CH:39]=[CH:38][CH:37]=[CH:36][CH:35]=2)[CH:55]=[CH:54][CH:53]=1)=[O:57]. The catalyst class is: 1. (3) Reactant: COC[O:4][C:5]1[C:14]2[C:9](=[CH:10][CH:11]=[CH:12][CH:13]=2)[CH:8]=[C:7]([C:15]([F:18])([F:17])[F:16])[C:6]=1[C:19]1[CH:24]=[CH:23][CH:22]=[CH:21][CH:20]=1.Cl. Product: [C:19]1([C:6]2[C:7]([C:15]([F:17])([F:18])[F:16])=[CH:8][C:9]3[C:14](=[CH:13][CH:12]=[CH:11][CH:10]=3)[C:5]=2[OH:4])[CH:20]=[CH:21][CH:22]=[CH:23][CH:24]=1. The catalyst class is: 12. (4) Reactant: [NH:1]([C:7]([O:9][CH2:10][CH:11]1[C:23]2[C:18](=[CH:19][CH:20]=[CH:21][CH:22]=2)[C:17]2[C:12]1=[CH:13][CH:14]=[CH:15][CH:16]=2)=[O:8])[CH2:2][CH2:3][C:4]([OH:6])=[O:5].O[C:25]1[C:34]([F:35])=[C:32]([F:33])[C:30]([F:31])=[C:28]([F:29])[C:26]=1[F:27].C1CCC(N=C=NC2CCCCC2)CC1. Product: [NH:1]([C:7]([O:9][CH2:10][CH:11]1[C:12]2[C:17](=[CH:16][CH:15]=[CH:14][CH:13]=2)[C:18]2[C:23]1=[CH:22][CH:21]=[CH:20][CH:19]=2)=[O:8])[CH2:2][CH2:3][C:4]([O:6][C:25]1[C:26]([F:27])=[C:28]([F:29])[C:30]([F:31])=[C:32]([F:33])[C:34]=1[F:35])=[O:5]. The catalyst class is: 3.